This data is from Catalyst prediction with 721,799 reactions and 888 catalyst types from USPTO. The task is: Predict which catalyst facilitates the given reaction. (1) Reactant: Br[CH2:2][C:3]1[O:7][C:6]([C:8]2[CH:13]=[CH:12][C:11]([N+:14]([O-:16])=[O:15])=[CH:10][CH:9]=2)=[N:5][CH:4]=1.[NH:17]1[CH2:22][CH2:21][CH2:20][CH2:19][CH2:18]1. Product: [N+:14]([C:11]1[CH:12]=[CH:13][C:8]([C:6]2[O:7][C:3]([CH2:2][N:17]3[CH2:22][CH2:21][CH2:20][CH2:19][CH2:18]3)=[CH:4][N:5]=2)=[CH:9][CH:10]=1)([O-:16])=[O:15]. The catalyst class is: 6. (2) Reactant: [Cl:1][C:2]1[CH:3]=[CH:4][C:5]2[N:6]([N:8]=[C:9]([NH:11][C:12]3[CH:17]=[CH:16][C:15]([S:18]([CH3:21])(=[O:20])=[O:19])=[CH:14][C:13]=3[O:22][CH3:23])[N:10]=2)[CH:7]=1.[H-].[Na+].[C:26](Cl)(=[O:33])[O:27][CH:28]([Cl:32])[CH:29]([CH3:31])[CH3:30].[Cl-].[Na+]. Product: [Cl:1][C:2]1[CH:3]=[CH:4][C:5]2[N:6]([N:8]=[C:9]([N:11]([C:12]3[CH:17]=[CH:16][C:15]([S:18]([CH3:21])(=[O:19])=[O:20])=[CH:14][C:13]=3[O:22][CH3:23])[C:26](=[O:33])[O:27][CH:28]([Cl:32])[CH:29]([CH3:31])[CH3:30])[N:10]=2)[CH:7]=1. The catalyst class is: 1. (3) Reactant: [CH2:1]([O:8][C:9]1[C:10](=[O:26])[N:11]([CH2:17][C:18]2[CH:23]=[CH:22][C:21]([O:24][CH3:25])=[CH:20][CH:19]=2)[N:12]=[C:13]([CH2:15][OH:16])[CH:14]=1)[C:2]1[CH:7]=[CH:6][CH:5]=[CH:4][CH:3]=1.N1C=CN=C1.[CH3:32][C:33]([Si:36](Cl)([C:43]1[CH:48]=[CH:47][CH:46]=[CH:45][CH:44]=1)[C:37]1[CH:42]=[CH:41][CH:40]=[CH:39][CH:38]=1)([CH3:35])[CH3:34]. Product: [CH2:1]([O:8][C:9]1[C:10](=[O:26])[N:11]([CH2:17][C:18]2[CH:23]=[CH:22][C:21]([O:24][CH3:25])=[CH:20][CH:19]=2)[N:12]=[C:13]([CH2:15][O:16][Si:36]([C:33]([CH3:35])([CH3:34])[CH3:32])([C:43]2[CH:44]=[CH:45][CH:46]=[CH:47][CH:48]=2)[C:37]2[CH:42]=[CH:41][CH:40]=[CH:39][CH:38]=2)[CH:14]=1)[C:2]1[CH:7]=[CH:6][CH:5]=[CH:4][CH:3]=1. The catalyst class is: 4. (4) Reactant: [CH3:1][N:2]([C:10]1[CH:15]=[CH:14][C:13]([O:16][C:17]2[CH:22]=[CH:21][C:20]([NH:23][C:24](=[O:35])[C:25]3[CH:30]=[CH:29][C:28]([C:31]([F:34])([F:33])[F:32])=[CH:27][CH:26]=3)=[CH:19][N:18]=2)=[C:12]([CH3:36])[CH:11]=1)C(=O)OC(C)(C)C.C(O)(C(F)(F)F)=O. Product: [CH3:36][C:12]1[CH:11]=[C:10]([NH:2][CH3:1])[CH:15]=[CH:14][C:13]=1[O:16][C:17]1[N:18]=[CH:19][C:20]([NH:23][C:24](=[O:35])[C:25]2[CH:26]=[CH:27][C:28]([C:31]([F:34])([F:32])[F:33])=[CH:29][CH:30]=2)=[CH:21][CH:22]=1. The catalyst class is: 2. (5) Reactant: Cl.[CH:2]1[C:11]2[CH:10]=[CH:9][CH:8]=[C:7]([S:12](Cl)(=[O:14])=[O:13])[C:6]=2[CH:5]=[CH:4][N:3]=1.[C:16]([NH2:20])([CH3:19])([CH3:18])[CH3:17].C(OCC)(=O)C. Product: [C:16]([NH:20][S:12]([C:7]1[C:6]2[CH:5]=[CH:4][N:3]=[CH:2][C:11]=2[CH:10]=[CH:9][CH:8]=1)(=[O:14])=[O:13])([CH3:19])([CH3:18])[CH3:17]. The catalyst class is: 2.